From a dataset of Forward reaction prediction with 1.9M reactions from USPTO patents (1976-2016). Predict the product of the given reaction. (1) Given the reactants [CH3:1][C:2]1[CH:30]=[CH:29][CH:28]=[CH:27][C:3]=1[C:4]([NH:6][C:7]1[C:16]2[CH2:15][CH2:14][CH2:13][CH2:12][C:11]=2[C:10]([S:17](=[O:26])(=[O:25])[NH:18][CH:19]2[CH2:24][CH2:23][NH:22][CH2:21][CH2:20]2)=[CH:9][CH:8]=1)=[O:5].[C:31](Cl)(=[O:35])[CH2:32][CH2:33][CH3:34].C(N(CC)CC)C, predict the reaction product. The product is: [C:31]([N:22]1[CH2:23][CH2:24][CH:19]([NH:18][S:17]([C:10]2[C:11]3[CH2:12][CH2:13][CH2:14][CH2:15][C:16]=3[C:7]([NH:6][C:4](=[O:5])[C:3]3[CH:27]=[CH:28][CH:29]=[CH:30][C:2]=3[CH3:1])=[CH:8][CH:9]=2)(=[O:26])=[O:25])[CH2:20][CH2:21]1)(=[O:35])[CH2:32][CH2:33][CH3:34]. (2) Given the reactants [O:1]1[C:10]2[CH:9]=[C:8]([CH2:11][NH:12][C:13]3([C:26]([O:28][CH3:29])=[O:27])[CH2:18][CH2:17][N:16](C(OC(C)(C)C)=O)[CH2:15][CH2:14]3)[N:7]=[CH:6][C:5]=2[O:4][CH2:3][CH2:2]1.FC(F)(F)C(O)=O, predict the reaction product. The product is: [O:1]1[C:10]2[CH:9]=[C:8]([CH2:11][NH:12][C:13]3([C:26]([O:28][CH3:29])=[O:27])[CH2:14][CH2:15][NH:16][CH2:17][CH2:18]3)[N:7]=[CH:6][C:5]=2[O:4][CH2:3][CH2:2]1. (3) Given the reactants [Br:1][C:2]1[CH:18]=[CH:17][C:5]2[C:6]([C:9]3[CH:16]=[CH:15][CH:14]=[CH:13][C:10]=3C=O)=[N:7][O:8][C:4]=2[CH:3]=1.[CH:19]([O:26][CH2:27][CH3:28])([O:23][CH2:24][CH3:25])OCC, predict the reaction product. The product is: [Br:1][C:2]1[CH:18]=[CH:17][C:5]2[C:6]([C:9]3[CH:16]=[CH:15][CH:14]=[CH:13][C:10]=3[CH:19]([O:23][CH2:24][CH3:25])[O:26][CH2:27][CH3:28])=[N:7][O:8][C:4]=2[CH:3]=1. (4) The product is: [Cl:43][C:40]1[CH:41]=[CH:42][C:37]([O:36][C@@H:17]2[C@@H:16]([OH:53])[C@H:15]([CH2:54][OH:55])[C@@H:14]([OH:13])[C@H:19]([OH:20])[C@H:18]2[OH:28])=[C:38]([CH2:44][C:45]2[CH:46]=[CH:47][C:48]([CH2:51][CH3:52])=[CH:49][CH:50]=2)[CH:39]=1. Given the reactants C1COCC1.C([O:13][C@H:14]1[C@H:19]([O:20]CC2C=CC=CC=2)[C@@H:18]([O:28]CC2C=CC=CC=2)[C@H:17]([O:36][C:37]2[CH:42]=[CH:41][C:40]([Cl:43])=[CH:39][C:38]=2[CH2:44][C:45]2[CH:50]=[CH:49][C:48]([CH2:51][CH3:52])=[CH:47][CH:46]=2)[C@@H:16]([OH:53])[C@@H:15]1[CH2:54][O:55]CC1C=CC=CC=1)C1C=CC=CC=1, predict the reaction product. (5) Given the reactants [Cl-].[NH4+].[F:3][C:4]1[C:9]([F:10])=[CH:8][C:7]([O:11][CH3:12])=[C:6]([N+:13]([O-])=O)[C:5]=1[NH:16][C:17]1[CH:22]=[CH:21][C:20]([I:23])=[CH:19][C:18]=1[F:24], predict the reaction product. The product is: [F:10][C:9]1[C:4]([F:3])=[C:5]([NH:16][C:17]2[CH:22]=[CH:21][C:20]([I:23])=[CH:19][C:18]=2[F:24])[C:6]([NH2:13])=[C:7]([O:11][CH3:12])[CH:8]=1. (6) Given the reactants COC1C=C(OC)C=CC=1C[N:6]([C:32]1[CH:37]=[CH:36][N:35]=[CH:34][N:33]=1)[S:7]([C:10]1[CH:15]=[C:14]([F:16])[C:13]([O:17][C@H:18]2[CH2:22][C:21]([CH3:24])([CH3:23])[CH2:20][C@@H:19]2[C:25]2[N:29]([CH3:30])[N:28]=[CH:27][CH:26]=2)=[CH:12][C:11]=1[F:31])(=[O:9])=[O:8].C([SiH](CC)CC)C.FC(F)(F)C(O)=O, predict the reaction product. The product is: [CH3:23][C:21]1([CH3:24])[CH2:22][C@H:18]([O:17][C:13]2[C:14]([F:16])=[CH:15][C:10]([S:7]([NH:6][C:32]3[CH:37]=[CH:36][N:35]=[CH:34][N:33]=3)(=[O:8])=[O:9])=[C:11]([F:31])[CH:12]=2)[C@@H:19]([C:25]2[N:29]([CH3:30])[N:28]=[CH:27][CH:26]=2)[CH2:20]1. (7) Given the reactants [CH3:1][C:2]1[C:6]([C:7]2[CH:16]=[CH:15][C:10]([C:11]([O:13]C)=[O:12])=[CH:9][C:8]=2[CH3:17])=[C:5]([CH3:18])[O:4][N:3]=1.[OH-].[Na+], predict the reaction product. The product is: [CH3:1][C:2]1[C:6]([C:7]2[CH:16]=[CH:15][C:10]([C:11]([OH:13])=[O:12])=[CH:9][C:8]=2[CH3:17])=[C:5]([CH3:18])[O:4][N:3]=1.